From a dataset of Full USPTO retrosynthesis dataset with 1.9M reactions from patents (1976-2016). Predict the reactants needed to synthesize the given product. Given the product [N+:11]([C:3]1[CH:4]=[CH:5][CH:9]=[CH:10][C:2]=1[OH:1])([O-:13])=[O:12], predict the reactants needed to synthesize it. The reactants are: [OH:1][C:2]1[CH:10]=[CH:9][C:5](C(O)=O)=[CH:4][C:3]=1[N+:11]([O-:13])=[O:12].C1C=CC2N(O)N=NC=2C=1.CC(C)N=C=NC(C)C.